From a dataset of Catalyst prediction with 721,799 reactions and 888 catalyst types from USPTO. Predict which catalyst facilitates the given reaction. (1) Reactant: [C:1]1([CH2:7][C:8]([OH:10])=O)[CH:6]=[CH:5][CH:4]=[CH:3][CH:2]=1.[C:11]([O:15][C:16]([N:18]1[CH2:22][C@@H:21]([CH2:23][N:24]([CH:34]([CH3:36])[CH3:35])[C:25]([O:27][CH2:28][CH2:29][Si:30]([CH3:33])([CH3:32])[CH3:31])=[O:26])[C@H:20]([CH2:37][NH:38][CH:39]2[CH2:41][CH2:40]2)[CH2:19]1)=[O:17])([CH3:14])([CH3:13])[CH3:12].C(N(CC)CC)C.O.ON1C2N=CC=CC=2N=N1.Cl.CN(C)CCCN=C=NCC.Cl. Product: [C:11]([O:15][C:16]([N:18]1[CH2:22][C@@H:21]([CH2:23][N:24]([CH:34]([CH3:35])[CH3:36])[C:25]([O:27][CH2:28][CH2:29][Si:30]([CH3:32])([CH3:31])[CH3:33])=[O:26])[C@H:20]([CH2:37][N:38]([CH:39]2[CH2:40][CH2:41]2)[C:8](=[O:10])[CH2:7][C:1]2[CH:2]=[CH:3][CH:4]=[CH:5][CH:6]=2)[CH2:19]1)=[O:17])([CH3:13])([CH3:14])[CH3:12]. The catalyst class is: 2. (2) Reactant: [CH3:1][S:2]([OH:5])(=[O:4])=[O:3].C(=O)(O)O.[NH2:10][NH:11][C:12]([NH2:14])=[NH:13].CCOCC. Product: [S:2]([OH:5])(=[O:4])(=[O:3])[CH3:1].[S:2]([OH:5])(=[O:4])(=[O:3])[CH3:1].[NH2:10][NH:11][C:12]([NH2:14])=[NH:13]. The catalyst class is: 5. (3) Reactant: Cl.[CH2:2]([O:9][C:10]1[C:11]([C:24]([O:26][C:27]([CH3:30])([CH3:29])[CH3:28])=[O:25])=[N:12][C:13]([CH2:17][CH:18]2[CH2:23][CH2:22][NH:21][CH2:20][CH2:19]2)=[N:14][C:15]=1[CH3:16])[C:3]1[CH:8]=[CH:7][CH:6]=[CH:5][CH:4]=1.Br[C:32]1[CH:37]=[CH:36][C:35]([Br:38])=[CH:34][N:33]=1.C(=O)([O-])[O-].[K+].[K+]. Product: [CH2:2]([O:9][C:10]1[C:11]([C:24]([O:26][C:27]([CH3:30])([CH3:29])[CH3:28])=[O:25])=[N:12][C:13]([CH2:17][CH:18]2[CH2:23][CH2:22][N:21]([C:32]3[CH:37]=[CH:36][C:35]([Br:38])=[CH:34][N:33]=3)[CH2:20][CH2:19]2)=[N:14][C:15]=1[CH3:16])[C:3]1[CH:4]=[CH:5][CH:6]=[CH:7][CH:8]=1. The catalyst class is: 9. (4) Reactant: [Br:1][C:2]1[N:6]=[CH:5][NH:4][N:3]=1.C(=O)([O-])[O-].[Cs+].[Cs+].I[C:14]1[CH:19]=[CH:18][C:17]([O:20][CH:21]([CH3:23])[CH3:22])=[CH:16][CH:15]=1. Product: [Br:1][C:2]1[N:6]=[CH:5][N:4]([C:14]2[CH:19]=[CH:18][C:17]([O:20][CH:21]([CH3:23])[CH3:22])=[CH:16][CH:15]=2)[N:3]=1. The catalyst class is: 156.